This data is from Reaction yield outcomes from USPTO patents with 853,638 reactions. The task is: Predict the reaction yield, written as a fraction of the theoretical maximum amount of product (1.0 means a 100% yield; for example, 0.34 means a 34% yield). (1) The reactants are [CH:1]([C:4]1[CH:9]=[CH:8][C:7]([C@@H:10]2[C:14]3[C:15]([CH3:28])=[C:16]([NH:20][C:21](=[O:27])[CH2:22][C:23]([CH3:26])([CH3:25])[CH3:24])[C:17]([CH3:19])=[CH:18][C:13]=3[O:12][CH2:11]2)=[CH:6][CH:5]=1)([CH3:3])[CH3:2].[C:29](OCC)(=[O:31])C.CCCCCC. The catalyst is C(Cl)(Cl)Cl. The product is [CH:29]([C:18]1[C:13]2[O:12][CH2:11][C@H:10]([C:7]3[CH:6]=[CH:5][C:4]([CH:1]([CH3:2])[CH3:3])=[CH:9][CH:8]=3)[C:14]=2[C:15]([CH3:28])=[C:16]([NH:20][C:21](=[O:27])[CH2:22][C:23]([CH3:26])([CH3:25])[CH3:24])[C:17]=1[CH3:19])=[O:31]. The yield is 0.830. (2) The product is [CH3:1][O:2][C:3]1[CH:4]=[C:5]2[C:10](=[CH:11][C:12]=1[O:13][CH3:14])[N:9]=[CH:8][N:7]=[C:6]2[S:15][C:16]1[CH:17]=[C:18]([NH:19][C:32]([NH:31][C:28]2[CH:27]=[CH:26][C:25]([C:24]([F:23])([F:34])[F:35])=[CH:30][CH:29]=2)=[O:33])[CH:20]=[CH:21][CH:22]=1. The yield is 0.870. No catalyst specified. The reactants are [CH3:1][O:2][C:3]1[CH:4]=[C:5]2[C:10](=[CH:11][C:12]=1[O:13][CH3:14])[N:9]=[CH:8][N:7]=[C:6]2[S:15][C:16]1[CH:17]=[C:18]([CH:20]=[CH:21][CH:22]=1)[NH2:19].[F:23][C:24]([F:35])([F:34])[C:25]1[CH:30]=[CH:29][C:28]([N:31]=[C:32]=[O:33])=[CH:27][CH:26]=1. (3) The reactants are [O:1]1[CH2:18][C@H:2]1[CH2:3][O:4][C:5]1[C:17]2[C:16]3[C:11](=[CH:12][CH:13]=[CH:14][CH:15]=3)[NH:10][C:9]=2[CH:8]=[CH:7][CH:6]=1.[CH3:19][O:20][C:21]1[CH:28]=[C:27]([O:29][CH3:30])[CH:26]=[CH:25][C:22]=1[CH2:23][NH2:24]. The catalyst is CCOC(C)=O.CC(O)C. The product is [CH:8]1[C:9]2[NH:10][C:11]3[C:16](=[CH:15][CH:14]=[CH:13][CH:12]=3)[C:17]=2[C:5]([O:4][CH2:3][C@@H:2]([OH:1])[CH2:18][NH:24][CH2:23][C:22]2[CH:25]=[CH:26][C:27]([O:29][CH3:30])=[CH:28][C:21]=2[O:20][CH3:19])=[CH:6][CH:7]=1. The yield is 0.480. (4) The reactants are B(Br)(Br)Br.[F:5][C:6]1[CH:29]=[CH:28][C:9]([C:10]([N:12]2[C:20]3[C:15](=[CH:16][C:17]([O:21]C)=[CH:18][CH:19]=3)[C:14]([CH2:23][C:24]([OH:26])=[O:25])=[C:13]2[CH3:27])=[O:11])=[CH:8][CH:7]=1. The catalyst is ClCCl. The product is [F:5][C:6]1[CH:29]=[CH:28][C:9]([C:10]([N:12]2[C:20]3[C:15](=[CH:16][C:17]([OH:21])=[CH:18][CH:19]=3)[C:14]([CH2:23][C:24]([OH:26])=[O:25])=[C:13]2[CH3:27])=[O:11])=[CH:8][CH:7]=1. The yield is 0.610. (5) The reactants are [C@@H:1]12[CH2:7][NH:6][C@@H:5]1[CH2:4][N:3]([C:8]([O:10][CH2:11][C:12]1[CH:17]=[CH:16][CH:15]=[CH:14][CH:13]=1)=[O:9])[CH2:2]2.Br[C:19]1[CH:20]=[N:21][CH:22]=[C:23]([O:25][CH3:26])[CH:24]=1. No catalyst specified. The product is [CH3:26][O:25][C:23]1[CH:24]=[C:19]([N:6]2[CH2:7][C@@H:1]3[C@H:5]2[CH2:4][N:3]([C:8]([O:10][CH2:11][C:12]2[CH:17]=[CH:16][CH:15]=[CH:14][CH:13]=2)=[O:9])[CH2:2]3)[CH:20]=[N:21][CH:22]=1. The yield is 0.370. (6) The reactants are [CH2:1](/[N:5]=[CH:6]/[C:7]1[C:12](F)=[CH:11][CH:10]=[CH:9][C:8]=1[Cl:14])[CH2:2][CH2:3][CH3:4].[CH2:15]([Mg]Br)[CH3:16]. The catalyst is O1CCCC1.CCOCC. The product is [CH2:1](/[N:5]=[CH:6]/[C:7]1[C:12]([CH2:15][CH3:16])=[CH:11][CH:10]=[CH:9][C:8]=1[Cl:14])[CH2:2][CH2:3][CH3:4]. The yield is 0.890. (7) The reactants are [CH3:1][N:2]([CH3:8])[C@H:3]1[CH2:7][CH2:6][NH:5][CH2:4]1.C(N(CC)CC)C.[Br:16][C:17]1[C:18](F)=[C:19]2[O:23][C:22]([CH:24]3[CH2:26][CH2:25]3)=[N:21][C:20]2=[C:27]([C:30]#[N:31])[C:28]=1[CH3:29]. The catalyst is CS(C)=O. The product is [Br:16][C:17]1[C:18]([N:5]2[CH2:6][CH2:7][C@H:3]([N:2]([CH3:8])[CH3:1])[CH2:4]2)=[C:19]2[O:23][C:22]([CH:24]3[CH2:25][CH2:26]3)=[N:21][C:20]2=[C:27]([C:30]#[N:31])[C:28]=1[CH3:29]. The yield is 0.260.